This data is from Full USPTO retrosynthesis dataset with 1.9M reactions from patents (1976-2016). The task is: Predict the reactants needed to synthesize the given product. Given the product [F:1][C:2]1[C:3]([CH2:24][NH:25][CH3:26])=[CH:4][N:5]([S:14]([C:17]2[CH:18]=[N:19][CH:20]=[CH:21][C:22]=2[CH3:23])(=[O:16])=[O:15])[C:6]=1[C:7]1[C:8]([F:13])=[N:9][CH:10]=[CH:11][CH:12]=1, predict the reactants needed to synthesize it. The reactants are: [F:1][C:2]1[C:3]([CH2:24][N:25](C)[C:26](=O)OC(C)(C)C)=[CH:4][N:5]([S:14]([C:17]2[CH:18]=[N:19][CH:20]=[CH:21][C:22]=2[CH3:23])(=[O:16])=[O:15])[C:6]=1[C:7]1[C:8]([F:13])=[N:9][CH:10]=[CH:11][CH:12]=1.C(OCC)(=O)C.Cl.